Dataset: Forward reaction prediction with 1.9M reactions from USPTO patents (1976-2016). Task: Predict the product of the given reaction. (1) Given the reactants [O:1]1[CH2:5][CH2:4][CH:3]([CH2:6][CH2:7][C:8](O)=[O:9])[CH2:2]1, predict the reaction product. The product is: [O:1]1[CH2:5][CH2:4][CH:3]([CH2:6][CH2:7][CH2:8][OH:9])[CH2:2]1. (2) Given the reactants [O:1]1[C:5]2([CH2:10][CH2:9]C(=O)[CH2:7][CH2:6]2)[O:4][CH2:3][CH2:2]1.[C:12]([OH:20])(=O)[C:13]1[CH:18]=[CH:17][N:16]=[CH:15][CH:14]=1.OC1C2N=N[NH:27]C=2C=CC=1.Cl.CN(C)CCCN=C=NCC.C(N(C(C)C)CC)(C)C, predict the reaction product. The product is: [C:12]([N:27]1[CH2:7][CH2:6][C:5]2([O:1][CH2:2][CH2:3][O:4]2)[CH2:10][CH2:9]1)(=[O:20])[C:13]1[CH:18]=[CH:17][N:16]=[CH:15][CH:14]=1. (3) Given the reactants [Cl:1][C:2]1[CH:7]=[C:6]([C:8]([C:10]2[C:14]3[CH:15]=[N:16][CH:17]=[CH:18][C:13]=3[NH:12][CH:11]=2)=[O:9])[CH:5]=[CH:4][N:3]=1.C([O-])([O-])=O.[Cs+].[Cs+].I[CH:26]([CH3:28])[CH3:27], predict the reaction product. The product is: [Cl:1][C:2]1[CH:7]=[C:6]([C:8]([C:10]2[C:14]3[CH:15]=[N:16][CH:17]=[CH:18][C:13]=3[N:12]([CH:26]([CH3:28])[CH3:27])[CH:11]=2)=[O:9])[CH:5]=[CH:4][N:3]=1. (4) The product is: [Cl:1][C:2]1[CH:7]=[C:6]([N+:8]([O-:10])=[O:9])[CH:5]=[CH:4][C:3]=1[C:14]1[CH:15]=[CH:16][CH:17]=[CH:18][C:13]=1[F:12]. Given the reactants [Cl:1][C:2]1[CH:7]=[C:6]([N+:8]([O-:10])=[O:9])[CH:5]=[CH:4][C:3]=1I.[F:12][C:13]1[CH:18]=[CH:17][CH:16]=[CH:15][C:14]=1B(O)O.C1(C)C=CC=CC=1.C(=O)([O-])[O-].[Na+].[Na+], predict the reaction product. (5) Given the reactants [NH:1]1[CH:5]=[CH:4]N=C1.Cl.[CH2:7]([O:9][C:10]([C@@H:12]([NH:21][C@H:22]([C:24](Cl)=[O:25])[CH3:23])[CH2:13][CH2:14][C:15]1[CH:20]=[CH:19][CH:18]=[CH:17][CH:16]=1)=[O:11])[CH3:8].[C:27]([OH:30])(=[O:29])[CH3:28], predict the reaction product. The product is: [CH3:8][CH2:7][O:9][C:10]([C@@H:12]([NH:21][C@H:22]([C:24]([N:1]1[C@H:28]([C:27]([OH:30])=[O:29])[CH2:15][C@@H:14]2[C@@H:5]1[CH2:4][CH2:10][CH2:12][CH2:13]2)=[O:25])[CH3:23])[CH2:13][CH2:14][C:15]1[CH:20]=[CH:19][CH:18]=[CH:17][CH:16]=1)=[O:11]. (6) Given the reactants [Cl:1][C:2]1[C:3](F)=[CH:4][C:5]([F:15])=[C:6]([CH:14]=1)[C:7]([O:9][C:10]([CH3:13])([CH3:12])[CH3:11])=[O:8].C([O-])([O-])=O.[K+].[K+].[Cl:23][C:24]1[CH:29]=[CH:28][C:27]([OH:30])=[CH:26][C:25]=1[C:31]([F:34])([F:33])[F:32].O, predict the reaction product. The product is: [Cl:1][C:2]1[C:3]([O:30][C:27]2[CH:28]=[CH:29][C:24]([Cl:23])=[C:25]([C:31]([F:34])([F:32])[F:33])[CH:26]=2)=[CH:4][C:5]([F:15])=[C:6]([CH:14]=1)[C:7]([O:9][C:10]([CH3:13])([CH3:12])[CH3:11])=[O:8]. (7) Given the reactants [F:1][CH2:2][CH2:3][CH2:4][CH2:5][NH:6][C:7]1[CH:14]=[CH:13][C:10]([C:11]#[N:12])=[CH:9][C:8]=1[N+:15]([O-])=O, predict the reaction product. The product is: [NH2:15][C:8]1[CH:9]=[C:10]([CH:13]=[CH:14][C:7]=1[NH:6][CH2:5][CH2:4][CH2:3][CH2:2][F:1])[C:11]#[N:12].